This data is from Full USPTO retrosynthesis dataset with 1.9M reactions from patents (1976-2016). The task is: Predict the reactants needed to synthesize the given product. (1) Given the product [Cl:37][C:15]1[N:10]2[N:9]=[C:8]([C:5]3[CH:6]=[CH:7][C:2]([F:1])=[CH:3][CH:4]=3)[C:16]([C:17]3[CH:18]=[CH:19][N:20]=[CH:21][CH:22]=3)=[C:11]2[CH:12]=[CH:13][CH:14]=1, predict the reactants needed to synthesize it. The reactants are: [F:1][C:2]1[CH:7]=[CH:6][C:5]([C:8]2[C:16]([C:17]3[CH:22]=[CH:21][N:20]=[CH:19][CH:18]=3)=[C:11]3[CH:12]=[CH:13][CH:14]=[CH:15][N:10]3[N:9]=2)=[CH:4][CH:3]=1.C([Li])CCC.C1(C)C=CC(S([Cl:37])(=O)=O)=CC=1.O. (2) Given the product [O:33]=[C:32]1[CH2:31][S:29][C:26]([N:3]2[C@H:2]([CH3:1])[CH2:8][C:7]3[CH:9]=[C:10]4[O:15][CH2:14][O:13][C:11]4=[CH:12][C:6]=3[C:5]([C:16]3[CH:21]=[CH:20][C:19]([N+:22]([O-:24])=[O:23])=[C:18]([CH3:25])[CH:17]=3)=[N:4]2)=[N:27][NH:28]1, predict the reactants needed to synthesize it. The reactants are: [CH3:1][C@@H:2]1[CH2:8][C:7]2[CH:9]=[C:10]3[O:15][CH2:14][O:13][C:11]3=[CH:12][C:6]=2[C:5]([C:16]2[CH:21]=[CH:20][C:19]([N+:22]([O-:24])=[O:23])=[C:18]([CH3:25])[CH:17]=2)=[N:4][N:3]1[C:26](=[S:29])[NH:27][NH2:28].Cl[CH2:31][C:32](OC1C(Cl)=C(Cl)C(Cl)=C(Cl)C=1Cl)=[O:33]. (3) Given the product [CH3:37][O:36][C:34]1[CH:33]=[CH:32][C:31]2[N:30]([N:29]=[C:28]([C:38]3[CH:43]=[CH:42][CH:41]=[CH:40][CH:39]=3)[C:27]=2[CH2:16][C:17]2[CH:18]=[C:19]([CH:24]=[CH:25][CH:26]=2)[C:20]([O:22][CH3:23])=[O:21])[CH:35]=1, predict the reactants needed to synthesize it. The reactants are: C([SiH](CC)CC)C.FC(F)(F)C(O)=O.O[CH:16]([C:27]1[C:28]([C:38]2[CH:43]=[CH:42][CH:41]=[CH:40][CH:39]=2)=[N:29][N:30]2[CH:35]=[C:34]([O:36][CH3:37])[CH:33]=[CH:32][C:31]=12)[C:17]1[CH:18]=[C:19]([CH:24]=[CH:25][CH:26]=1)[C:20]([O:22][CH3:23])=[O:21].C(=O)(O)[O-].[Na+].